This data is from Catalyst prediction with 721,799 reactions and 888 catalyst types from USPTO. The task is: Predict which catalyst facilitates the given reaction. (1) Reactant: F[C:2]1[CH:7]=[CH:6][C:5]([N+]([O-])=O)=[CH:4][C:3]=1[CH3:11].[Br:12][N:13]1[C:17](=[O:18])[CH2:16][CH2:15][C:14]1=[O:19].N(C(C)(C)C#N)=NC(C)(C)C#N. Product: [Br:12][N:13]1[C:17](=[O:18])[CH2:16][CH2:15][C:14]1=[O:19].[C:3]1([CH3:11])[CH:4]=[CH:5][CH:6]=[CH:7][CH:2]=1. The catalyst class is: 22. (2) Reactant: [F:1][C:2]1[CH:7]=[CH:6][CH:5]=[C:4]([F:8])[C:3]=1[N:9]1[C:14]2[N:15]=[C:16](S(C)=O)[N:17]=[C:18]([C:19]3[CH:20]=[C:21]([CH:28]=[CH:29][C:30]=3[CH3:31])[C:22]([NH:24][CH:25]([CH3:27])[CH3:26])=[O:23])[C:13]=2[CH2:12][NH:11][C:10]1=[O:35].[CH3:36][CH:37]([NH:39][CH2:40][CH2:41][NH2:42])[CH3:38]. The catalyst class is: 1. Product: [F:1][C:2]1[CH:7]=[CH:6][CH:5]=[C:4]([F:8])[C:3]=1[N:9]1[C:14]2[N:15]=[C:16]([NH:42][CH2:41][CH2:40][NH:39][CH:37]([CH3:38])[CH3:36])[N:17]=[C:18]([C:19]3[CH:20]=[C:21]([CH:28]=[CH:29][C:30]=3[CH3:31])[C:22]([NH:24][CH:25]([CH3:27])[CH3:26])=[O:23])[C:13]=2[CH2:12][NH:11][C:10]1=[O:35]. (3) Reactant: C[O:2][C:3]([C:5]1[C:9]([F:10])=[C:8]([O:11][CH3:12])[N:7]([C:13]2[CH:18]=[CH:17][CH:16]=[CH:15][C:14]=2[F:19])[N:6]=1)=[O:4].[OH-].[Li+].O.Cl. Product: [F:10][C:9]1[C:5]([C:3]([OH:4])=[O:2])=[N:6][N:7]([C:13]2[CH:18]=[CH:17][CH:16]=[CH:15][C:14]=2[F:19])[C:8]=1[O:11][CH3:12]. The catalyst class is: 12. (4) Reactant: Cl.Cl.[NH2:3][C:4]1[N:8]([CH3:9])[N:7]=[C:6]([NH:10][C:11]2[CH:16]=[C:15]([N:17]3[CH2:21][CH2:20][C@:19]([CH:24]4[CH2:26][CH2:25]4)([C:22]#[N:23])[C:18]3=[O:27])[CH:14]=[CH:13][N:12]=2)[CH:5]=1.C(N(CC)CC)C.[C:35](OC(=O)C)(=[O:37])[CH3:36].C(=O)([O-])O.[Na+]. Product: [C:22]([C@@:19]1([CH:24]2[CH2:25][CH2:26]2)[CH2:20][CH2:21][N:17]([C:15]2[CH:14]=[CH:13][N:12]=[C:11]([NH:10][C:6]3[CH:5]=[C:4]([NH:3][C:35](=[O:37])[CH3:36])[N:8]([CH3:9])[N:7]=3)[CH:16]=2)[C:18]1=[O:27])#[N:23]. The catalyst class is: 7. (5) Reactant: [CH3:1][O:2][C:3](=[O:20])[C:4]1[CH:18]=[C:17]([NH2:19])[CH:16]=[C:6]([C:7]([N:9]([CH2:13][CH2:14][CH3:15])[CH2:10][CH2:11][CH3:12])=[O:8])[CH:5]=1.CCN(CC)CC.[Cl:28][CH2:29][CH2:30][CH2:31][C:32](Cl)=[O:33]. Product: [CH3:1][O:2][C:3](=[O:20])[C:4]1[CH:18]=[C:17]([NH:19][C:32](=[O:33])[CH2:31][CH2:30][CH2:29][Cl:28])[CH:16]=[C:6]([C:7]([N:9]([CH2:10][CH2:11][CH3:12])[CH2:13][CH2:14][CH3:15])=[O:8])[CH:5]=1. The catalyst class is: 2. (6) Reactant: [C:1]([C:5]1[N:10]=[C:9]([C:11]([CH3:14])([CH3:13])[CH3:12])[CH:8]=[C:7]([N:15]2[CH2:20][CH2:19][N:18]([CH2:21][CH2:22][CH2:23][S:24][C:25]3[N:29]([CH3:30])[C:28]([CH3:31])=[N:27][N:26]=3)[CH2:17][CH2:16]2)[N:6]=1)([CH3:4])([CH3:3])[CH3:2].[C:32]1([S:38]([OH:41])(=[O:40])=[O:39])[CH:37]=[CH:36][CH:35]=[CH:34][CH:33]=1.CCCCCCC. Product: [C:32]1([S:38]([OH:41])(=[O:40])=[O:39])[CH:37]=[CH:36][CH:35]=[CH:34][CH:33]=1.[C:1]([C:5]1[N:10]=[C:9]([C:11]([CH3:13])([CH3:12])[CH3:14])[CH:8]=[C:7]([N:15]2[CH2:16][CH2:17][N:18]([CH2:21][CH2:22][CH2:23][S:24][C:25]3[N:29]([CH3:30])[C:28]([CH3:31])=[N:27][N:26]=3)[CH2:19][CH2:20]2)[N:6]=1)([CH3:2])([CH3:3])[CH3:4]. The catalyst class is: 13. (7) Reactant: P(OCC)(OCC)(OCC)=O.O=P12OP3(OP(OP(O3)(O1)=O)(=O)O2)=O.[CH:26]([C:28]1[CH:35]=[CH:34][C:31]([C:32]#[N:33])=[CH:30][C:29]=1[S:36]([C:39]1[CH:44]=[CH:43][CH:42]=[CH:41][CH:40]=1)(=[O:38])=[O:37])=O.[F:45][C:46]([F:58])([F:57])[C:47]1[CH:48]=[C:49]([NH:53][C:54]([NH2:56])=[O:55])[CH:50]=[CH:51][CH:52]=1.[C:59]([O:65][CH2:66][CH:67]=[CH2:68])(=[O:64])[CH2:60][C:61]([CH3:63])=O. Product: [C:32]([C:31]1[CH:34]=[CH:35][C:28]([CH:26]2[C:60]([C:59]([O:65][CH2:66][CH:67]=[CH2:68])=[O:64])=[C:61]([CH3:63])[N:53]([C:49]3[CH:50]=[CH:51][CH:52]=[C:47]([C:46]([F:57])([F:58])[F:45])[CH:48]=3)[C:54](=[O:55])[NH:56]2)=[C:29]([S:36]([C:39]2[CH:44]=[CH:43][CH:42]=[CH:41][CH:40]=2)(=[O:38])=[O:37])[CH:30]=1)#[N:33]. The catalyst class is: 237. (8) Reactant: [F:1][C:2]1[C:3](=[O:21])[N:4]([C:9]2[CH:14]=[CH:13][C:12]([N:15]3[CH2:20][CH2:19][NH:18][CH2:17][CH2:16]3)=[CH:11][CH:10]=2)[CH:5]=[C:6]([F:8])[CH:7]=1.CC1C=CC(S(O[CH2:33][CH2:34][CH2:35][C:36]2[C:44]3[C:39](=[CH:40][CH:41]=[C:42]([C:45]#[N:46])[CH:43]=3)[NH:38][CH:37]=2)(=O)=O)=CC=1.C(=O)([O-])[O-].[K+].[K+].[I-].[K+]. Product: [F:1][C:2]1[C:3](=[O:21])[N:4]([C:9]2[CH:10]=[CH:11][C:12]([N:15]3[CH2:20][CH2:19][N:18]([CH2:33][CH2:34][CH2:35][C:36]4[C:44]5[C:39](=[CH:40][CH:41]=[C:42]([C:45]#[N:46])[CH:43]=5)[NH:38][CH:37]=4)[CH2:17][CH2:16]3)=[CH:13][CH:14]=2)[CH:5]=[C:6]([F:8])[CH:7]=1. The catalyst class is: 10.